From a dataset of Forward reaction prediction with 1.9M reactions from USPTO patents (1976-2016). Predict the product of the given reaction. (1) The product is: [OH:7][CH2:6][C:5]([NH:4][C:1](=[O:3])[CH3:2])([CH2:11][OH:12])[CH2:16][CH:17]([OH:18])[C:19]1[CH:24]=[CH:23][C:22]([S:25][C:26]2[CH:31]=[CH:30][C:29]([C:32]3[N:33]=[C:34]([CH2:37][CH2:38][CH3:39])[O:35][CH:36]=3)=[CH:28][CH:27]=2)=[CH:21][CH:20]=1. Given the reactants [C:1]([NH:4][C:5]([CH2:16][C:17]([C:19]1[CH:24]=[CH:23][C:22]([S:25][C:26]2[CH:31]=[CH:30][C:29]([C:32]3[N:33]=[C:34]([CH2:37][CH2:38][CH3:39])[O:35][CH:36]=3)=[CH:28][CH:27]=2)=[CH:21][CH:20]=1)=[O:18])([C:11](OCC)=[O:12])[C:6](OCC)=[O:7])(=[O:3])[CH3:2].OP([O-])([O-])=O.[K+].[K+].[BH4-].[Na+].[OH-].[Na+], predict the reaction product. (2) Given the reactants [Cl:1][CH2:2][CH2:3][O:4][C:5]1[CH:6]=[C:7]([C:11]2[C:12](=O)[C:13]([C:28]#[N:29])=[CH:14][N:15](CC3C=CC(OC)=C(OC)C=3)[CH:16]=2)[CH:8]=[CH:9][CH:10]=1.[Li+].[Cl-:32], predict the reaction product. The product is: [Cl:32][C:12]1[C:13]([C:28]#[N:29])=[CH:14][N:15]=[CH:16][C:11]=1[C:7]1[CH:8]=[CH:9][CH:10]=[C:5]([O:4][CH2:3][CH2:2][Cl:1])[CH:6]=1. (3) Given the reactants C([O:3][C:4]([C:6]1[CH:10]=[C:9]([C:11]2[CH:16]=[CH:15][C:14]([C:17]#[N:18])=[CH:13][C:12]=2[F:19])[O:8][N:7]=1)=[O:5])C.[OH-].[Na+], predict the reaction product. The product is: [C:17]([C:14]1[CH:15]=[CH:16][C:11]([C:9]2[O:8][N:7]=[C:6]([C:4]([OH:5])=[O:3])[CH:10]=2)=[C:12]([F:19])[CH:13]=1)#[N:18]. (4) Given the reactants [OH:1][C:2]1[CH:3]=[C:4]([CH:11]([CH3:15])[C:12]([OH:14])=[O:13])[CH:5]=[CH:6][C:7]=1[N+:8]([O-])=O, predict the reaction product. The product is: [NH2:8][C:7]1[CH:6]=[CH:5][C:4]([CH:11]([CH3:15])[C:12]([OH:14])=[O:13])=[CH:3][C:2]=1[OH:1]. (5) The product is: [CH:76]1([NH:79][C:2]2[CH:3]=[C:4]([C:15]([NH:17][CH2:18][C:19]3[C:20](=[O:27])[NH:21][C:22]([CH3:26])=[CH:23][C:24]=3[CH3:25])=[O:16])[C:5]3[C:10]([CH3:11])=[N:9][N:8]([CH:12]([CH3:14])[CH3:13])[C:6]=3[N:7]=2)[CH2:78][CH2:77]1. Given the reactants Cl[C:2]1[CH:3]=[C:4]([C:15]([NH:17][CH2:18][C:19]2[C:20](=[O:27])[NH:21][C:22]([CH3:26])=[CH:23][C:24]=2[CH3:25])=[O:16])[C:5]2[C:10]([CH3:11])=[N:9][N:8]([CH:12]([CH3:14])[CH3:13])[C:6]=2[N:7]=1.C(=O)([O-])[O-].[Cs+].[Cs+].CC1(C)C2C(=C(P(C3C=CC=CC=3)C3C=CC=CC=3)C=CC=2)OC2C(P(C3C=CC=CC=3)C3C=CC=CC=3)=CC=CC1=2.[CH:76]1([NH2:79])[CH2:78][CH2:77]1.C(O)(C(F)(F)F)=O, predict the reaction product. (6) The product is: [C:1]([O:5][C:6](=[O:21])[N:7]([CH2:8][C:9]1[CH:14]=[CH:13][CH:12]=[CH:11][C:10]=1[NH2:15])[CH:18]([CH3:20])[CH3:19])([CH3:3])([CH3:4])[CH3:2]. Given the reactants [C:1]([O:5][C:6](=[O:21])[N:7]([CH:18]([CH3:20])[CH3:19])[CH2:8][C:9]1[CH:14]=[CH:13][CH:12]=[CH:11][C:10]=1[N+:15]([O-])=O)([CH3:4])([CH3:3])[CH3:2].C(O)(=O)C, predict the reaction product. (7) Given the reactants [Br:1][C:2]1[C:3]([O:20][C:21]2[C:26]([F:27])=[CH:25][CH:24]=[CH:23][C:22]=2[F:28])=[CH:4][C:5]([NH:8][C:9]([NH:11]C(=O)C2C=CC=CC=2)=[S:10])=[N:6][CH:7]=1.[OH-].[Na+], predict the reaction product. The product is: [Br:1][C:2]1[C:3]([O:20][C:21]2[C:22]([F:28])=[CH:23][CH:24]=[CH:25][C:26]=2[F:27])=[CH:4][C:5]([NH:8][C:9]([NH2:11])=[S:10])=[N:6][CH:7]=1. (8) Given the reactants [P:1]([O:9][CH2:10][C@H:11]1[O:15][C@@H:14]([N:16]2[C:25]3[N:24]=[CH:23][N:22]=[C:20]([NH2:21])[C:19]=3[N:18]=[CH:17]2)[C@H:13]([OH:26])[C@@H:12]1[OH:27])([O:4][P:5]([OH:8])([OH:7])=[O:6])(=[O:3])[OH:2].[K].C1N(CCCS(O)(=O)=O)CCN(CCO)C1.C(O)[C@H]1O[C@H](O[C@H]2O[C@H](CO)[C@@H](O)[C@H](O)[C@H]2O)[C@H](O)[C@@H](O)[C@@H]1O.C1N(CCS(O)(=O)=O)CCOC1.P(OC[C@H]1O[C@@H](N2C3N=CN=C(N)C=3N=C2)[C@H](O)[C@@H]1O)(OP(O)(O)=O)(=O)O.[CH2:107]([Cl:110])[CH2:108][Cl:109], predict the reaction product. The product is: [P:1]([O:9][CH2:10][C@H:11]1[O:15][C@@H:14]([N:16]2[C:25]3[N:24]=[CH:23][N:22]=[C:20]([NH2:21])[C:19]=3[N:18]=[CH:17]2)[C@H:13]([OH:26])[C@@H:12]1[OH:27])([O:4][P:5]([OH:7])([OH:8])=[O:6])(=[O:2])[OH:3].[CH2:107]([Cl:110])[CH2:108][Cl:109].